This data is from Full USPTO retrosynthesis dataset with 1.9M reactions from patents (1976-2016). The task is: Predict the reactants needed to synthesize the given product. (1) Given the product [Cl:25][C:26]1[C:27]([O:34][CH3:35])=[C:28]([NH:33][S:19]([C:13]2[CH:14]=[CH:15][C:16]([O:17][CH3:18])=[C:11]([N:8]3[CH2:9][CH2:10][N:5]([C:3](=[O:4])[C:2]([Cl:24])([Cl:23])[Cl:1])[CH2:6][CH2:7]3)[CH:12]=2)(=[O:21])=[O:20])[CH:29]=[C:30]([Cl:32])[CH:31]=1, predict the reactants needed to synthesize it. The reactants are: [Cl:1][C:2]([Cl:24])([Cl:23])[C:3]([N:5]1[CH2:10][CH2:9][N:8]([C:11]2[CH:12]=[C:13]([S:19](Cl)(=[O:21])=[O:20])[CH:14]=[CH:15][C:16]=2[O:17][CH3:18])[CH2:7][CH2:6]1)=[O:4].[Cl:25][C:26]1[C:27]([O:34][CH3:35])=[C:28]([NH2:33])[CH:29]=[C:30]([Cl:32])[CH:31]=1.C1C2C(=CC=CC=2)C=CN=1.C(O)C. (2) Given the product [CH3:1][O:2][C:3]1[CH:4]=[C:5]2[C:10](=[CH:11][C:12]=1[O:13][CH3:14])[N:9]=[CH:8][CH:7]=[C:6]2[O:15][C:16]1[C:22]([CH3:23])=[CH:21][C:19]([NH:20][C:43](=[O:49])[O:42][CH2:40][CH2:56][C:55]2[CH:59]=[CH:60][CH:61]=[C:53]([C:52]([F:51])([F:62])[F:63])[CH:54]=2)=[C:18]([CH3:24])[CH:17]=1, predict the reactants needed to synthesize it. The reactants are: [CH3:1][O:2][C:3]1[CH:4]=[C:5]2[C:10](=[CH:11][C:12]=1[O:13][CH3:14])[N:9]=[CH:8][CH:7]=[C:6]2[O:15][C:16]1[C:22]([CH3:23])=[CH:21][C:19]([NH2:20])=[C:18]([CH3:24])[CH:17]=1.C1(C)C=CC=CC=1.C(N(CC)CC)C.Cl[C:40](Cl)([O:42][C:43](=[O:49])OC(Cl)(Cl)Cl)Cl.[F:51][C:52]([F:63])([F:62])[C:53]1[CH:54]=[C:55]([CH:59]=[CH:60][CH:61]=1)[CH2:56]CO.